This data is from NCI-60 drug combinations with 297,098 pairs across 59 cell lines. The task is: Regression. Given two drug SMILES strings and cell line genomic features, predict the synergy score measuring deviation from expected non-interaction effect. (1) Drug 1: CC12CCC(CC1=CCC3C2CCC4(C3CC=C4C5=CN=CC=C5)C)O. Drug 2: C#CCC(CC1=CN=C2C(=N1)C(=NC(=N2)N)N)C3=CC=C(C=C3)C(=O)NC(CCC(=O)O)C(=O)O. Cell line: A549. Synergy scores: CSS=-1.72, Synergy_ZIP=-1.23, Synergy_Bliss=-4.40, Synergy_Loewe=-4.65, Synergy_HSA=-5.49. (2) Cell line: ACHN. Synergy scores: CSS=10.6, Synergy_ZIP=-3.97, Synergy_Bliss=-1.97, Synergy_Loewe=-8.23, Synergy_HSA=-1.43. Drug 2: CN1C2=C(C=C(C=C2)N(CCCl)CCCl)N=C1CCCC(=O)O.Cl. Drug 1: CC1=C(C=C(C=C1)NC2=NC=CC(=N2)N(C)C3=CC4=NN(C(=C4C=C3)C)C)S(=O)(=O)N.Cl. (3) Drug 1: CCC1=CC2CC(C3=C(CN(C2)C1)C4=CC=CC=C4N3)(C5=C(C=C6C(=C5)C78CCN9C7C(C=CC9)(C(C(C8N6C)(C(=O)OC)O)OC(=O)C)CC)OC)C(=O)OC.C(C(C(=O)O)O)(C(=O)O)O. Drug 2: CC1CCC2CC(C(=CC=CC=CC(CC(C(=O)C(C(C(=CC(C(=O)CC(OC(=O)C3CCCCN3C(=O)C(=O)C1(O2)O)C(C)CC4CCC(C(C4)OC)OCCO)C)C)O)OC)C)C)C)OC. Cell line: MOLT-4. Synergy scores: CSS=82.0, Synergy_ZIP=3.43, Synergy_Bliss=3.56, Synergy_Loewe=5.95, Synergy_HSA=8.27. (4) Drug 1: C#CCC(CC1=CN=C2C(=N1)C(=NC(=N2)N)N)C3=CC=C(C=C3)C(=O)NC(CCC(=O)O)C(=O)O. Drug 2: CC(C)CN1C=NC2=C1C3=CC=CC=C3N=C2N. Cell line: HT29. Synergy scores: CSS=2.67, Synergy_ZIP=2.46, Synergy_Bliss=2.71, Synergy_Loewe=-2.78, Synergy_HSA=-2.73. (5) Drug 1: C1=CC(=C2C(=C1NCCNCCO)C(=O)C3=C(C=CC(=C3C2=O)O)O)NCCNCCO. Drug 2: C1=NC2=C(N=C(N=C2N1C3C(C(C(O3)CO)O)F)Cl)N. Cell line: PC-3. Synergy scores: CSS=20.3, Synergy_ZIP=-10.3, Synergy_Bliss=-7.47, Synergy_Loewe=-4.19, Synergy_HSA=-0.330. (6) Drug 1: CNC(=O)C1=CC=CC=C1SC2=CC3=C(C=C2)C(=NN3)C=CC4=CC=CC=N4. Drug 2: C1=C(C(=O)NC(=O)N1)F. Cell line: SNB-19. Synergy scores: CSS=30.8, Synergy_ZIP=1.04, Synergy_Bliss=1.03, Synergy_Loewe=1.58, Synergy_HSA=1.90. (7) Drug 1: C1=CC(=CC=C1CCC2=CNC3=C2C(=O)NC(=N3)N)C(=O)NC(CCC(=O)O)C(=O)O. Drug 2: COC1=C2C(=CC3=C1OC=C3)C=CC(=O)O2. Cell line: OVCAR3. Synergy scores: CSS=27.1, Synergy_ZIP=6.90, Synergy_Bliss=4.97, Synergy_Loewe=-21.1, Synergy_HSA=-3.07.